This data is from Full USPTO retrosynthesis dataset with 1.9M reactions from patents (1976-2016). The task is: Predict the reactants needed to synthesize the given product. (1) Given the product [C:1]([O:5][C:6](=[O:48])[CH2:7][C@H:8]([NH2:30])[C:9]([NH:11][C:12]1[CH:17]=[CH:16][C:15]([O:18][CH2:19][CH2:20][CH2:21][NH:22][C:23]([O:25][C:26]([CH3:29])([CH3:28])[CH3:27])=[O:24])=[CH:14][CH:13]=1)=[O:10])([CH3:2])([CH3:4])[CH3:3], predict the reactants needed to synthesize it. The reactants are: [C:1]([O:5][C:6](=[O:48])[CH2:7][C@H:8]([NH:30]C(OCC1C2C=CC=CC=2C2C1=CC=CC=2)=O)[C:9]([NH:11][C:12]1[CH:17]=[CH:16][C:15]([O:18][CH2:19][CH2:20][CH2:21][NH:22][C:23]([O:25][C:26]([CH3:29])([CH3:28])[CH3:27])=[O:24])=[CH:14][CH:13]=1)=[O:10])([CH3:4])([CH3:3])[CH3:2].N1CCCCC1. (2) Given the product [NH2:11][C:12]1[CH:36]=[CH:10][C:9]([C:8]2[NH:34][C:32](=[O:33])[NH:31][CH:22]([C:21]3[CH:24]=[C:25]([N+:28]([O-:30])=[O:29])[C:26]([OH:27])=[C:19]([O:18][CH2:16][CH3:17])[CH:20]=3)[C:7]=2[C:1]2[CH:6]=[CH:5][CH:4]=[CH:3][CH:2]=2)=[CH:14][CH:13]=1, predict the reactants needed to synthesize it. The reactants are: [C:1]1([C:7](=O)[CH2:8][C:9]2[CH:10]=[N:11][CH:12]=[CH:13][CH:14]=2)[CH:6]=[CH:5][CH:4]=[CH:3][CH:2]=1.[CH2:16]([O:18][C:19]1[CH:20]=[C:21]([CH:24]=[C:25]([N+:28]([O-:30])=[O:29])[C:26]=1[OH:27])[CH:22]=O)[CH3:17].[NH2:31][C:32]([NH2:34])=[O:33].Cl.[CH2:36](O)C. (3) The reactants are: [CH:1]1[C:13]2[CH:12]([CH2:14][O:15][C:16]([N:18]3[CH2:25][CH2:24][CH2:23][C@H:19]3[C:20]([OH:22])=O)=[O:17])[C:11]3[C:6](=[CH:7][CH:8]=[CH:9][CH:10]=3)[C:5]=2[CH:4]=[CH:3][CH:2]=1.[Cl:26][C:27]1[CH:28]=[CH:29][C:30]([N:35]2[CH:39]=[N:38][CH:37]=[N:36]2)=[C:31]([CH:34]=1)[CH2:32][NH2:33].C(Cl)CCl.C1C=NC2N(O)N=NC=2C=1.CCN(C(C)C)C(C)C. Given the product [Cl:26][C:27]1[CH:28]=[CH:29][C:30]([N:35]2[CH:39]=[N:38][CH:37]=[N:36]2)=[C:31]([CH:34]=1)[CH2:32][NH:33][C:20](=[O:22])[C@@H:19]1[CH2:23][CH2:24][CH2:25][N:18]1[C:16]([O:15][CH2:14][CH:12]1[C:13]2[CH:1]=[CH:2][CH:3]=[CH:4][C:5]=2[C:6]2[C:11]1=[CH:10][CH:9]=[CH:8][CH:7]=2)=[O:17], predict the reactants needed to synthesize it. (4) The reactants are: [C:1]12([NH2:11])[CH2:10][CH:5]3[CH2:6][CH:7]([CH2:9][CH:3]([CH2:4]3)[CH2:2]1)[CH2:8]2.I[CH2:13][CH2:14][OH:15]. Given the product [C:1]12([NH:11][CH2:13][CH2:14][OH:15])[CH2:8][CH:7]3[CH2:6][CH:5]([CH2:4][CH:3]([CH2:9]3)[CH2:2]1)[CH2:10]2, predict the reactants needed to synthesize it. (5) Given the product [F:5][C:6]1[C:7]([OH:15])=[C:8]([CH:11]=[CH:12][C:13]=1[CH3:14])[C:9]([OH:17])=[O:10], predict the reactants needed to synthesize it. The reactants are: Cl([O-])=O.[Na+].[F:5][C:6]1[C:7]([OH:15])=[C:8]([CH:11]=[CH:12][C:13]=1[CH3:14])[CH:9]=[O:10].P([O-])(O)(O)=[O:17].[Na+].CC(=CC)C.Cl. (6) Given the product [Br:1][C:2]1[N:7]=[C:6]([NH:8][CH2:9][CH:10]2[CH2:11][CH2:12][O:13][CH2:14][CH2:15]2)[C:5]([Cl:16])=[CH:4][C:3]=1[Cl:17], predict the reactants needed to synthesize it. The reactants are: [Br:1][C:2]1[N:7]=[C:6]([NH:8][CH2:9][CH:10]2[CH2:15][CH2:14][O:13][CH2:12][CH2:11]2)[C:5]([Cl:16])=[CH:4][C:3]=1[Cl:17].BrC1N=C(NCC2CCOCC2)C(Cl)=CC=1.C1C(=O)N(Cl)C(=O)C1. (7) Given the product [NH:1]1[C:9]2[C:4](=[CH:5][CH:6]=[CH:7][CH:8]=2)[CH:3]=[C:2]1[CH:10]=[O:11], predict the reactants needed to synthesize it. The reactants are: [NH:1]1[C:9]2[C:4](=[CH:5][CH:6]=[CH:7][CH:8]=2)[CH:3]=[C:2]1[CH2:10][OH:11].I(C1C=CC=CC=1C(O)=O)(=O)=O.